The task is: Predict the product of the given reaction.. This data is from Forward reaction prediction with 1.9M reactions from USPTO patents (1976-2016). Given the reactants ClC1N=NC(N(C)[C:9](=[O:24])[C:10]2[CH:15]=[C:14]([C:16]([F:19])([F:18])[F:17])[CH:13]=[C:12]([S:20]([CH3:23])(=[O:22])=[O:21])[CH:11]=2)=C(C2C=CC(F)=CC=2OC)C=1.S(Cl)([Cl:37])=O, predict the reaction product. The product is: [CH3:23][S:20]([C:12]1[CH:11]=[C:10]([CH:15]=[C:14]([C:16]([F:19])([F:18])[F:17])[CH:13]=1)[C:9]([Cl:37])=[O:24])(=[O:22])=[O:21].